From a dataset of Forward reaction prediction with 1.9M reactions from USPTO patents (1976-2016). Predict the product of the given reaction. Given the reactants [N:1]1[C:10]2[C:5](=[CH:6][CH:7]=[CH:8][CH:9]=2)[CH:4]=[CH:3][C:2]=1[N:11]1[CH2:14][CH:13]([O:15][C:16]2[C:17]([N:22]3[CH2:27][CH2:26][CH:25]([OH:28])[CH2:24][CH2:23]3)=[N:18][CH:19]=[CH:20][N:21]=2)[CH2:12]1.CC(OI1(OC(C)=O)(OC(C)=O)OC(=O)C2C=CC=CC1=2)=O.CCOC(C)=O, predict the reaction product. The product is: [N:1]1[C:10]2[C:5](=[CH:6][CH:7]=[CH:8][CH:9]=2)[CH:4]=[CH:3][C:2]=1[N:11]1[CH2:14][CH:13]([O:15][C:16]2[C:17]([N:22]3[CH2:27][CH2:26][C:25](=[O:28])[CH2:24][CH2:23]3)=[N:18][CH:19]=[CH:20][N:21]=2)[CH2:12]1.